The task is: Regression. Given two drug SMILES strings and cell line genomic features, predict the synergy score measuring deviation from expected non-interaction effect.. This data is from NCI-60 drug combinations with 297,098 pairs across 59 cell lines. (1) Drug 1: C1CCC(CC1)NC(=O)N(CCCl)N=O. Drug 2: C1CN1P(=S)(N2CC2)N3CC3. Cell line: MALME-3M. Synergy scores: CSS=11.1, Synergy_ZIP=-5.08, Synergy_Bliss=-3.05, Synergy_Loewe=-3.76, Synergy_HSA=-3.50. (2) Drug 1: C1=CC(=CC=C1CCC2=CNC3=C2C(=O)NC(=N3)N)C(=O)NC(CCC(=O)O)C(=O)O. Drug 2: CC(C)(C#N)C1=CC(=CC(=C1)CN2C=NC=N2)C(C)(C)C#N. Cell line: SW-620. Synergy scores: CSS=35.4, Synergy_ZIP=7.98, Synergy_Bliss=6.53, Synergy_Loewe=-1.02, Synergy_HSA=6.12. (3) Drug 1: CC1=C2C(C(=O)C3(C(CC4C(C3C(C(C2(C)C)(CC1OC(=O)C(C(C5=CC=CC=C5)NC(=O)OC(C)(C)C)O)O)OC(=O)C6=CC=CC=C6)(CO4)OC(=O)C)OC)C)OC. Drug 2: CC1=C2C(C(=O)C3(C(CC4C(C3C(C(C2(C)C)(CC1OC(=O)C(C(C5=CC=CC=C5)NC(=O)C6=CC=CC=C6)O)O)OC(=O)C7=CC=CC=C7)(CO4)OC(=O)C)O)C)OC(=O)C. Cell line: HT29. Synergy scores: CSS=89.2, Synergy_ZIP=12.3, Synergy_Bliss=12.0, Synergy_Loewe=13.0, Synergy_HSA=15.6. (4) Drug 1: C1=NC2=C(N1)C(=S)N=CN2. Drug 2: CS(=O)(=O)OCCCCOS(=O)(=O)C. Cell line: NCI-H322M. Synergy scores: CSS=26.6, Synergy_ZIP=1.40, Synergy_Bliss=4.66, Synergy_Loewe=-29.0, Synergy_HSA=4.06. (5) Drug 1: C1C(C(OC1N2C=NC3=C(N=C(N=C32)Cl)N)CO)O. Drug 2: N.N.Cl[Pt+2]Cl. Cell line: HCC-2998. Synergy scores: CSS=49.5, Synergy_ZIP=-2.40, Synergy_Bliss=-0.294, Synergy_Loewe=-23.1, Synergy_HSA=1.35. (6) Drug 1: CCCS(=O)(=O)NC1=C(C(=C(C=C1)F)C(=O)C2=CNC3=C2C=C(C=N3)C4=CC=C(C=C4)Cl)F. Drug 2: CC1CCCC2(C(O2)CC(NC(=O)CC(C(C(=O)C(C1O)C)(C)C)O)C(=CC3=CSC(=N3)C)C)C. Cell line: TK-10. Synergy scores: CSS=8.79, Synergy_ZIP=1.01, Synergy_Bliss=2.44, Synergy_Loewe=-0.176, Synergy_HSA=0.984. (7) Drug 1: CS(=O)(=O)CCNCC1=CC=C(O1)C2=CC3=C(C=C2)N=CN=C3NC4=CC(=C(C=C4)OCC5=CC(=CC=C5)F)Cl. Drug 2: C1CN1C2=NC(=NC(=N2)N3CC3)N4CC4. Cell line: TK-10. Synergy scores: CSS=22.1, Synergy_ZIP=-5.67, Synergy_Bliss=0.0460, Synergy_Loewe=-4.27, Synergy_HSA=-2.16.